Dataset: Full USPTO retrosynthesis dataset with 1.9M reactions from patents (1976-2016). Task: Predict the reactants needed to synthesize the given product. (1) The reactants are: [CH:1]([C:4]1[CH:13]=[C:12]2[C:7]([C:8](=[O:20])[N:9]([NH:15][S:16]([CH3:19])(=[O:18])=[O:17])[C:10](=[O:14])[NH:11]2)=[CH:6][C:5]=1[C:21]1[N:22]([CH3:26])[N:23]=[CH:24][CH:25]=1)([CH3:3])[CH3:2].Cl[C:28]([O:30][CH2:31][CH2:32][O:33][CH3:34])=[O:29]. Given the product [CH3:34][O:33][CH2:32][CH2:31][O:30][C:28](=[O:29])[N:15]([N:9]1[C:8](=[O:20])[C:7]2[C:12](=[CH:13][C:4]([CH:1]([CH3:3])[CH3:2])=[C:5]([C:21]3[N:22]([CH3:26])[N:23]=[CH:24][CH:25]=3)[CH:6]=2)[NH:11][C:10]1=[O:14])[S:16]([CH3:19])(=[O:17])=[O:18], predict the reactants needed to synthesize it. (2) Given the product [CH3:1][O:2]/[CH:3]=[C:4](\[C:9]1[CH:14]=[CH:13][CH:12]=[CH:11][C:10]=1[CH2:15][O:16][C:17]1[CH:22]=[C:21]([CH3:23])[C:20](/[C:24](=[N:33]/[O:32][CH3:31])/[CH2:25][O:26][CH3:27])=[CH:19][C:18]=1[CH3:29])/[C:5]([O:7][CH3:8])=[O:6], predict the reactants needed to synthesize it. The reactants are: [CH3:1][O:2]/[CH:3]=[C:4](\[C:9]1[CH:14]=[CH:13][CH:12]=[CH:11][C:10]=1[CH2:15][O:16][C:17]1[CH:22]=[C:21]([CH3:23])[C:20]([C:24](=O)[CH2:25][O:26][CH3:27])=[CH:19][C:18]=1[CH3:29])/[C:5]([O:7][CH3:8])=[O:6].Cl.[CH3:31][O:32][NH2:33]. (3) The reactants are: CC([N:5]([C@@H:9]([C:12]([NH:14][C:15]1[CH:16]=[N:17][C:18]([O:21][C:22]2[C:27]3[C:28]4([CH2:31][O:32][C:26]=3[CH:25]=[CH:24][CH:23]=2)[CH2:30][CH2:29]4)=[CH:19][CH:20]=1)=[O:13])[CH2:10][CH3:11])C(=O)[O-])(C)C.C(O)(C(F)(F)F)=O.C([O-])(O)=O.[Na+]. Given the product [NH2:5][C@H:9]([CH2:10][CH3:11])[C:12]([NH:14][C:15]1[CH:16]=[N:17][C:18]([O:21][C:22]2[C:27]3[C:28]4([CH2:31][O:32][C:26]=3[CH:25]=[CH:24][CH:23]=2)[CH2:30][CH2:29]4)=[CH:19][CH:20]=1)=[O:13], predict the reactants needed to synthesize it. (4) Given the product [OH:8][NH:9][C:10]([C:12]1[CH:13]=[N:14][C:15]([N:18]2[CH2:23][CH:22]3[CH:20]([CH:21]3[N:24]([C:36](=[O:44])[CH2:37][CH2:38][N:39]([CH2:42][CH3:43])[CH2:40][CH3:41])[CH2:25][C:26]3[CH:35]=[CH:34][C:33]4[C:28](=[CH:29][CH:30]=[CH:31][CH:32]=4)[CH:27]=3)[CH2:19]2)=[N:16][CH:17]=1)=[O:11], predict the reactants needed to synthesize it. The reactants are: C(OC([O:8][NH:9][C:10]([C:12]1[CH:13]=[N:14][C:15]([N:18]2[CH2:23][CH:22]3[CH:20]([CH:21]3[N:24]([C:36](=[O:44])[CH2:37][CH2:38][N:39]([CH2:42][CH3:43])[CH2:40][CH3:41])[CH2:25][C:26]3[CH:35]=[CH:34][C:33]4[C:28](=[CH:29][CH:30]=[CH:31][CH:32]=4)[CH:27]=3)[CH2:19]2)=[N:16][CH:17]=1)=[O:11])C)C(C)C.Cl.O1CCOCC1. (5) Given the product [OH:2][C@H:3]1[CH2:7][N:6]([C:19]([O:21][C:22]([CH3:25])([CH3:24])[CH3:23])=[O:20])[C@@H:5]([C:8]([O:10][CH3:11])=[O:9])[CH2:4]1, predict the reactants needed to synthesize it. The reactants are: Cl.[OH:2][C@H:3]1[CH2:7][NH:6][C@@H:5]([C:8]([O:10][CH3:11])=[O:9])[CH2:4]1.C(N(CC)CC)C.[C:19](O[C:19]([O:21][C:22]([CH3:25])([CH3:24])[CH3:23])=[O:20])([O:21][C:22]([CH3:25])([CH3:24])[CH3:23])=[O:20]. (6) The reactants are: [CH2:1]([C:3]1[C:11]2[S:10][CH2:9][CH:8]([C:12]3[CH:17]=[CH:16][C:15]([CH:18]([CH3:20])[CH3:19])=[CH:14][CH:13]=3)[C:7]=2[C:6]([CH3:21])=[C:5]([NH:22][C:23](=[O:29])[CH2:24][C:25]([CH3:28])([CH3:27])[CH3:26])[C:4]=1[CH3:30])[CH3:2].C(=O)([O-])[OH:32].[Na+].ClC1C=CC=C(C(OO)=O)C=1.S([O-])(O)=O.[Na+]. Given the product [CH2:1]([C:3]1[C:11]2[S:10](=[O:32])[CH2:9][CH:8]([C:12]3[CH:17]=[CH:16][C:15]([CH:18]([CH3:19])[CH3:20])=[CH:14][CH:13]=3)[C:7]=2[C:6]([CH3:21])=[C:5]([NH:22][C:23](=[O:29])[CH2:24][C:25]([CH3:27])([CH3:26])[CH3:28])[C:4]=1[CH3:30])[CH3:2], predict the reactants needed to synthesize it.